This data is from Forward reaction prediction with 1.9M reactions from USPTO patents (1976-2016). The task is: Predict the product of the given reaction. (1) Given the reactants COC1C=C([N+]([O-])=O)C=CC=1O.[OH:13][C:14]([CH3:34])([CH3:33])[CH2:15][O:16][C:17]1[CH:22]=[CH:21][C:20]([N:23]2[CH:28]=[CH:27][NH:26][C:25](=O)[C:24]2=[O:30])=[CH:19][C:18]=1[O:31][CH3:32].C(N(C(C)C)C(C)C)C.C1CN([P+](ON2N=NC3C=CC=CC2=3)(N2CCCC2)N2CCCC2)CC1.F[P-](F)(F)(F)(F)F.[N:77]1[CH:82]=[CH:81][CH:80]=[CH:79][C:78]=1[CH2:83][CH2:84][SH:85], predict the reaction product. The product is: [OH:13][C:14]([CH3:34])([CH3:33])[CH2:15][O:16][C:17]1[CH:22]=[CH:21][C:20]([N:23]2[CH:28]=[CH:27][N:26]=[C:25]([S:85][CH2:84][CH2:83][C:78]3[CH:79]=[CH:80][CH:81]=[CH:82][N:77]=3)[C:24]2=[O:30])=[CH:19][C:18]=1[O:31][CH3:32]. (2) Given the reactants [CH2:1]([N:8]1[C:13](=[O:14])[CH:12]2[CH:10]([C:11]2([CH3:24])[C:15]2[CH:20]=[CH:19][CH:18]=[C:17]([N+:21]([O-])=O)[CH:16]=2)[C:9]1=[O:25])[C:2]1[CH:7]=[CH:6][CH:5]=[CH:4][CH:3]=1, predict the reaction product. The product is: [NH2:21][C:17]1[CH:16]=[C:15]([C:11]2([CH3:24])[CH:12]3[CH:10]2[C:9](=[O:25])[N:8]([CH2:1][C:2]2[CH:3]=[CH:4][CH:5]=[CH:6][CH:7]=2)[C:13]3=[O:14])[CH:20]=[CH:19][CH:18]=1. (3) Given the reactants [CH2:1]([Li])CCC.C(NC(C)C)(C)C.[C:13]([O:18][CH3:19])(=[O:17])[CH:14]([CH3:16])[CH3:15].[CH3:20][C:21]([CH3:25])=[CH:22]CBr, predict the reaction product. The product is: [CH3:15][C:14]([CH3:1])([CH2:16][CH:20]=[C:21]([CH3:25])[CH3:22])[C:13]([O:18][CH3:19])=[O:17]. (4) Given the reactants CC(C)([O-])C.[Li+].[Cl:7][C:8]1[CH:9]=[C:10]([CH:13]=[C:14]([O:16][C:17]2[C:25]3[N:24]=[N:23][NH:22][C:21]=3[CH:20]=[CH:19][C:18]=2[Cl:26])[CH:15]=1)[C:11]#[N:12].Br[CH2:28][C:29]([O:31][CH2:32][C:33]1[CH:38]=[CH:37][CH:36]=[CH:35][CH:34]=1)=[O:30], predict the reaction product. The product is: [Cl:26][C:18]1[CH:19]=[CH:20][C:21]2[N:22]([CH2:28][C:29]([O:31][CH2:32][C:33]3[CH:38]=[CH:37][CH:36]=[CH:35][CH:34]=3)=[O:30])[N:23]=[N:24][C:25]=2[C:17]=1[O:16][C:14]1[CH:13]=[C:10]([C:11]#[N:12])[CH:9]=[C:8]([Cl:7])[CH:15]=1. (5) Given the reactants N#N.C[O:4][C:5]([CH:7]1[CH2:12][CH2:11][CH:10]([NH:13][C:14](=[O:29])[CH2:15][CH2:16][C:17]2[CH:22]=[C:21]([O:23]C)[C:20]([O:25]C)=[C:19]([O:27]C)[CH:18]=2)[CH2:9][CH2:8]1)=[O:6].B(Br)(Br)Br.O, predict the reaction product. The product is: [OH:23][C:21]1[CH:22]=[C:17]([CH2:16][CH2:15][C:14]([NH:13][C@@H:10]2[CH2:11][CH2:12][C@H:7]([C:5]([OH:6])=[O:4])[CH2:8][CH2:9]2)=[O:29])[CH:18]=[C:19]([OH:27])[C:20]=1[OH:25]. (6) Given the reactants [CH2:1]([O:3][C:4]([N:6]1[CH2:11][CH2:10][CH:9]([NH:12][S:13]([C:16]2[C:25]3[CH2:24][CH2:23][CH2:22][CH2:21][C:20]=3[C:19]([NH:26][C:27](=[O:35])[C:28]3[CH:33]=[CH:32][CH:31]=[CH:30][C:29]=3[CH3:34])=[CH:18][CH:17]=2)(=[O:15])=[O:14])[CH2:8][CH2:7]1)=[O:5])[CH3:2].S([O-])([O-])(=O)=[O:37].[Mg+2].[Mn]([O-])(=O)(=O)=O.[K+], predict the reaction product. The product is: [CH2:1]([O:3][C:4]([N:6]1[CH2:7][CH2:8][CH:9]([NH:12][S:13]([C:16]2[C:25]3[CH2:24][CH2:23][CH2:22][C:21](=[O:37])[C:20]=3[C:19]([NH:26][C:27](=[O:35])[C:28]3[CH:33]=[CH:32][CH:31]=[CH:30][C:29]=3[CH3:34])=[CH:18][CH:17]=2)(=[O:15])=[O:14])[CH2:10][CH2:11]1)=[O:5])[CH3:2]. (7) Given the reactants [Cl:1][C:2]1[CH:3]=[CH:4][C:5]([CH3:39])=[C:6]([N:8]2[C:15](=[O:16])[C:14]3[CH:13]=[C:12]([C:17]4[CH:18]=[C:19]([CH2:25][C:26]([OH:28])=O)[CH:20]=[CH:21][C:22]=4[O:23][CH3:24])[N:11]([CH:29]([CH3:31])[CH3:30])[C:10]=3[CH:9]2[C:32]2[CH:37]=[CH:36][C:35]([Cl:38])=[CH:34][CH:33]=2)[CH:7]=1.CC[N:42]=C=NCCCN(C)C.Cl.C1C=CC2N(O)N=NC=2C=1.CCN(CC)CC.N, predict the reaction product. The product is: [Cl:1][C:2]1[CH:3]=[CH:4][C:5]([CH3:39])=[C:6]([N:8]2[C:15](=[O:16])[C:14]3[CH:13]=[C:12]([C:17]4[CH:18]=[C:19]([CH2:25][C:26]([NH2:42])=[O:28])[CH:20]=[CH:21][C:22]=4[O:23][CH3:24])[N:11]([CH:29]([CH3:31])[CH3:30])[C:10]=3[CH:9]2[C:32]2[CH:37]=[CH:36][C:35]([Cl:38])=[CH:34][CH:33]=2)[CH:7]=1. (8) The product is: [Br:1][C:2]1[CH:3]=[C:4]2[C:8](=[CH:9][C:10]=1[F:11])[NH:7][N:6]=[CH:5]2. Given the reactants [Br:1][C:2]1[CH:3]=[C:4]2[C:8](=[CH:9][C:10]=1[F:11])[N:7](C(=O)C)[N:6]=[CH:5]2.[OH-].[Na+], predict the reaction product. (9) The product is: [F:1]/[C:2](=[CH:15]\[C:16]([F:19])([F:18])[F:17])/[CH2:3][NH2:4]. Given the reactants [F:1]/[C:2](=[CH:15]\[C:16]([F:19])([F:18])[F:17])/[CH2:3][N:4]1C(=O)C2C(=CC=CC=2)C1=O.NN.Cl, predict the reaction product. (10) Given the reactants [Cl:1][C:2]1[CH:7]=[CH:6][N:5]=[C:4]([CH2:8][NH:9][C:10]2[O:11][C:12]3[C:18]([O:19][CH3:20])=[CH:17][C:16]([C:21]([OH:23])=O)=[CH:15][C:13]=3[N:14]=2)[CH:3]=1.[CH3:24][CH:25]1[CH2:30][NH:29][CH:28]([CH:31]2[CH2:34][CH:33]([OH:35])[CH2:32]2)[CH2:27][O:26]1.C(N(CC)C(C)C)(C)C.CN(C(ON1N=NC2C=CC=NC1=2)=[N+](C)C)C.F[P-](F)(F)(F)(F)F, predict the reaction product. The product is: [Cl:1][C:2]1[CH:7]=[CH:6][N:5]=[C:4]([CH2:8][NH:9][C:10]2[O:11][C:12]3[C:18]([O:19][CH3:20])=[CH:17][C:16]([C:21]([N:29]4[CH:28]([CH:31]5[CH2:32][CH:33]([OH:35])[CH2:34]5)[CH2:27][O:26][CH:25]([CH3:24])[CH2:30]4)=[O:23])=[CH:15][C:13]=3[N:14]=2)[CH:3]=1.